Predict the reaction yield, written as a fraction of the theoretical maximum amount of product (1.0 means a 100% yield; for example, 0.34 means a 34% yield). From a dataset of Reaction yield outcomes from USPTO patents with 853,638 reactions. (1) The reactants are [NH2:1][C:2]1[C:7]([F:8])=[C:6]([Cl:9])[N:5]=[C:4]([C:10]([O:12][CH3:13])=[O:11])[C:3]=1I.[CH:15]([Sn](CCCC)(CCCC)CCCC)=[CH2:16]. The catalyst is ClCCCl.Cl[Pd](Cl)([P](C1C=CC=CC=1)(C1C=CC=CC=1)C1C=CC=CC=1)[P](C1C=CC=CC=1)(C1C=CC=CC=1)C1C=CC=CC=1. The product is [NH2:1][C:2]1[C:7]([F:8])=[C:6]([Cl:9])[N:5]=[C:4]([C:10]([O:12][CH3:13])=[O:11])[C:3]=1[CH:15]=[CH2:16]. The yield is 0.657. (2) The reactants are [Br:1][C:2]1[CH:9]=[CH:8][C:5]([CH:6]=O)=[CH:4][CH:3]=1.[CH2:10]1[CH2:16][O:15][CH2:14][CH2:13][NH:12][CH2:11]1.Cl.C(O)(=O)C.C(O[BH-](OC(=O)C)OC(=O)C)(=O)C.[Na+]. The catalyst is ClC(Cl)C. The product is [Br:1][C:2]1[CH:9]=[CH:8][C:5]([CH2:6][N:12]2[CH2:11][CH2:10][CH2:16][O:15][CH2:14][CH2:13]2)=[CH:4][CH:3]=1. The yield is 0.850. (3) The reactants are [CH2:1]([OH:4])[CH2:2]O.[C:5]1([CH3:15])[CH:10]=[CH:9][C:8](S([O-])(=O)=O)=[CH:7][CH:6]=1.[NH+]1C=CC=C[CH:17]=1.[CH3:22][CH2:23][O:24][C:25]([CH3:27])=[O:26].[CH3:28][CH2:29][CH2:30][CH2:31][CH2:32][CH3:33]. The catalyst is C1C=CC=CC=1.CCOC(C)=O. The product is [CH2:22]1[O:26][C:25]2([CH2:28][CH2:29][C@H:30]3[C@H:31]4[C@H:10]([CH2:9][CH2:8][C@:27]23[CH3:17])[C@@H:5]2[C@@H:6]([CH2:7][CH:1]([OH:4])[CH2:2][CH2:15]2)[CH2:33][CH2:32]4)[O:24][CH2:23]1. The yield is 0.945. (4) The reactants are CO[CH:3]1[CH2:7][CH2:6][CH:5](OC)O1.Cl.[S:11]([N:21]1[C:25]2[N:26]=[CH:27][C:28]3[N:29]([C:30]([C@@H:33]4[CH2:37][CH2:36][C@H:35]([NH2:38])[CH2:34]4)=[N:31][N:32]=3)[C:24]=2[CH:23]=[CH:22]1)([C:14]1[CH:20]=[CH:19][C:17]([CH3:18])=[CH:16][CH:15]=1)(=[O:13])=[O:12].CC([O-])=O.[Na+]. The catalyst is O.C(Cl)Cl. The product is [N:38]1([C@H:35]2[CH2:36][CH2:37][C@@H:33]([C:30]3[N:29]4[C:24]5[CH:23]=[CH:22][N:21]([S:11]([C:14]6[CH:15]=[CH:16][C:17]([CH3:18])=[CH:19][CH:20]=6)(=[O:13])=[O:12])[C:25]=5[N:26]=[CH:27][C:28]4=[N:32][N:31]=3)[CH2:34]2)[CH:3]=[CH:7][CH:6]=[CH:5]1. The yield is 0.990. (5) The reactants are [CH3:1][O:2][C:3]1[CH:4]=[C:5]2[C:10](=[CH:11][C:12]=1[O:13][CH2:14][CH2:15][CH2:16][N:17]1[CH2:22][CH2:21][O:20][CH2:19][CH2:18]1)[N:9]=[CH:8][NH:7][C:6]2=O.P(Cl)(Cl)(Cl)=O.C(N(CC)CC)C.[Cl:36][C:37]1[CH:38]=[C:39]([CH:41]=[CH:42][C:43]=1[F:44])[NH2:40]. The catalyst is C(#N)C.C1(C)C=CC=CC=1. The product is [Cl:36][C:37]1[CH:38]=[C:39]([CH:41]=[CH:42][C:43]=1[F:44])[NH:40][C:6]1[C:5]2[C:10](=[CH:11][C:12]([O:13][CH2:14][CH2:15][CH2:16][N:17]3[CH2:22][CH2:21][O:20][CH2:19][CH2:18]3)=[C:3]([O:2][CH3:1])[CH:4]=2)[N:9]=[CH:8][N:7]=1. The yield is 0.710. (6) The reactants are F[P-](F)(F)(F)(F)F.N1(O[P+](N(C)C)(N(C)C)N(C)C)C2C=CC=CC=2N=N1.[Cl-].FC(F)(F)C(O)=O.[NH2:36][C:37]1[CH:38]=[C:39]2[C:43](=[CH:44][CH:45]=1)[NH:42][C:41]([C:46]([NH:48][CH2:49][C:50]1[CH:55]=[CH:54][C:53]([Cl:56])=[C:52]([O:57][C:58]3[CH:63]=[C:62]([C:64]#[N:65])[CH:61]=[C:60]([Cl:66])[CH:59]=3)[C:51]=1[F:67])=[O:47])=[CH:40]2.[CH3:68][O:69][CH2:70][CH2:71][O:72][CH2:73][CH2:74][O:75][CH2:76][C:77](O)=[O:78].C(N(C(C)C)CC)(C)C. The catalyst is CN(C=O)C.C(OCC)(=O)C.O. The product is [Cl:56][C:53]1[CH:54]=[CH:55][C:50]([CH2:49][NH:48][C:46]([C:41]2[NH:42][C:43]3[C:39]([CH:40]=2)=[CH:38][C:37]([NH:36][C:77](=[O:78])[CH2:76][O:75][CH2:74][CH2:73][O:72][CH2:71][CH2:70][O:69][CH3:68])=[CH:45][CH:44]=3)=[O:47])=[C:51]([F:67])[C:52]=1[O:57][C:58]1[CH:63]=[C:62]([C:64]#[N:65])[CH:61]=[C:60]([Cl:66])[CH:59]=1. The yield is 0.420.